This data is from HIV replication inhibition screening data with 41,000+ compounds from the AIDS Antiviral Screen. The task is: Binary Classification. Given a drug SMILES string, predict its activity (active/inactive) in a high-throughput screening assay against a specified biological target. (1) The compound is CCN(CC)CCOc1ccc(C(C#N)=Cc2ccc(OCCN3CCCCC3)cc2)cc1. The result is 0 (inactive). (2) The compound is CCc1cc(Cc2cc(C)c(O)c(C(=O)O)c2)cc(C(=O)O)c1O.N. The result is 1 (active). (3) The drug is CON(C)C(=O)C(C)NC(=O)OCc1ccccc1. The result is 0 (inactive). (4) The molecule is CCOC(=O)C=Cc1nc(C#N)c(N)o1. The result is 0 (inactive). (5) The drug is O=C1NC(=O)C(=Cc2ccccc2Cl)C(=O)N1. The result is 0 (inactive). (6) The drug is CC(=O)OC1CCC2C3CCC4(C)C(=O)CCC4C3C3OC23C1. The result is 0 (inactive). (7) The molecule is COc1cc(C=C2CCc3ccccc3C2=O)cc(OC)c1OC. The result is 0 (inactive).